Predict the product of the given reaction. From a dataset of Forward reaction prediction with 1.9M reactions from USPTO patents (1976-2016). (1) The product is: [ClH:30].[NH2:7][CH2:8][CH2:9][O:10][C:11]1[CH:16]=[C:15]([C:17]2[CH:18]=[C:19]3[C:24](=[CH:25][CH:26]=2)[N:23]([CH3:27])[C:22](=[O:28])[CH2:21][CH2:20]3)[CH:14]=[N:13][CH:12]=1. Given the reactants C(OC(=O)[NH:7][CH2:8][CH2:9][O:10][C:11]1[CH:12]=[N:13][CH:14]=[C:15]([C:17]2[CH:18]=[C:19]3[C:24](=[CH:25][CH:26]=2)[N:23]([CH3:27])[C:22](=[O:28])[CH2:21][CH2:20]3)[CH:16]=1)(C)(C)C.[ClH:30].O1CCOCC1, predict the reaction product. (2) Given the reactants [CH2:1]([O:3][C:4](=[O:12])[C:5]1[CH:10]=[CH:9][C:8]([OH:11])=[CH:7][CH:6]=1)[CH3:2].[Cl:13][C:14]1[C:19](Cl)=[N:18][CH:17]=[CH:16][N:15]=1.C(=O)([O-])[O-].[Cs+].[Cs+], predict the reaction product. The product is: [Cl:13][C:14]1[C:19]([O:11][C:8]2[CH:9]=[CH:10][C:5]([C:4]([O:3][CH2:1][CH3:2])=[O:12])=[CH:6][CH:7]=2)=[N:18][CH:17]=[CH:16][N:15]=1. (3) Given the reactants CC(OI1(OC(C)=O)(OC(C)=O)OC(=O)C2C1=CC=CC=2)=O.[C:23]1([C:29]2[C:38]([CH:39]([OH:50])[C:40]3[CH:45]=[CH:44][C:43]([C:46]([F:49])([F:48])[F:47])=[CH:42][CH:41]=3)=[C:37]([CH:51]([CH3:53])[CH3:52])[CH:36]=[C:35]3[C:30]=2[C:31](=[O:56])[CH2:32][C:33]([CH3:55])([CH3:54])[O:34]3)[CH2:28][CH2:27][CH2:26][CH2:25][CH:24]=1, predict the reaction product. The product is: [C:23]1([C:29]2[C:38]([C:39](=[O:50])[C:40]3[CH:41]=[CH:42][C:43]([C:46]([F:48])([F:49])[F:47])=[CH:44][CH:45]=3)=[C:37]([CH:51]([CH3:52])[CH3:53])[CH:36]=[C:35]3[C:30]=2[C:31](=[O:56])[CH2:32][C:33]([CH3:54])([CH3:55])[O:34]3)[CH2:28][CH2:27][CH2:26][CH2:25][CH:24]=1. (4) Given the reactants [C:1](Cl)(Cl)=[O:2].CCN(C(C)C)C(C)C.[CH3:14][C:15]1([CH3:32])[C:23]2[CH:22]=[N:21][C:20]([NH:24][C:25]3[CH:30]=[CH:29][N:28]=[C:27]([CH3:31])[CH:26]=3)=[N:19][C:18]=2[CH2:17][NH:16]1.C(Cl)(=O)N.[NH2:37][C@@H:38]([C:41]1[CH:46]=[CH:45][CH:44]=[CH:43][CH:42]=1)[CH2:39][OH:40], predict the reaction product. The product is: [OH:40][CH2:39][C@@H:38]([NH:37][C:1]([N:16]1[C:15]([CH3:32])([CH3:14])[C:23]2[CH:22]=[N:21][C:20]([NH:24][C:25]3[CH:30]=[CH:29][N:28]=[C:27]([CH3:31])[CH:26]=3)=[N:19][C:18]=2[CH2:17]1)=[O:2])[C:41]1[CH:46]=[CH:45][CH:44]=[CH:43][CH:42]=1. (5) Given the reactants [Cl:1][C:2]1[CH:3]=[C:4]([S:9][C:10]2[NH:11][C:12]3[C:17]([N:18]=2)=[C:16]([NH2:19])[N:15]=[CH:14][N:13]=3)[CH:5]=[C:6]([Cl:8])[CH:7]=1.C([O-])([O-])=O.[Cs+].[Cs+].BrCCCCCCCC[C:35]1[CH:43]=[CH:42][CH:41]=[C:37]([C:38](N)=[O:39])[C:36]=1[C:44]([NH2:46])=[O:45], predict the reaction product. The product is: [NH2:19][C:16]1[N:15]=[CH:14][N:13]=[C:12]2[C:17]=1[N:18]=[C:10]([S:9][C:4]1[CH:3]=[C:2]([Cl:1])[CH:7]=[C:6]([Cl:8])[CH:5]=1)[N:11]2[CH:35]([CH2:36][CH3:44])[CH2:43][CH2:42][CH2:41][CH2:37][CH2:38][N:46]1[C:44](=[O:45])[C:36]2[C:37](=[CH:41][CH:42]=[CH:43][CH:35]=2)[C:38]1=[O:39]. (6) The product is: [F:26][C:27]1[CH:32]=[CH:31][CH:30]=[CH:29][C:28]=1[C@@H:33]1[NH:38][C:37](=[O:39])[C@H:36]([CH2:40][CH:41]([CH3:43])[CH3:42])[N:35]([C:56]([C:53]2[N:52]=[C:51]([C:48]3[CH:49]=[CH:50][C:45]([F:44])=[CH:46][CH:47]=3)[O:55][N:54]=2)=[O:57])[CH2:34]1. Given the reactants C([C@@H]1N(C(=O)/C=C/C2C=CC=CC=2)C[C@H](CC(C)C)NC1=O)C(C)C.[F:26][C:27]1[CH:32]=[CH:31][CH:30]=[CH:29][C:28]=1[C@@H:33]1[NH:38][C:37](=[O:39])[C@H:36]([CH2:40][CH:41]([CH3:43])[CH3:42])[NH:35][CH2:34]1.[F:44][C:45]1[CH:50]=[CH:49][C:48]([C:51]2[O:55][N:54]=[C:53]([C:56](O)=[O:57])[N:52]=2)=[CH:47][CH:46]=1, predict the reaction product. (7) Given the reactants [Cl:1][C:2]1[CH:11]=[CH:10][C:9]([NH2:12])=[C:8]2[C:3]=1[CH:4]=[CH:5][CH:6]=[N:7]2.[CH3:13][C:14]1[C:19](C)=[CH:18][CH:17]=[CH:16][C:15]=1[NH:21][S:22](=[O:25])(=O)[O-:23].[Na+].P(Cl)(Cl)(Cl)(Cl)[Cl:28], predict the reaction product. The product is: [Cl:28][C:19]1[C:14]([CH3:13])=[C:15]([NH:21][S:22]([NH:12][C:9]2[CH:10]=[CH:11][C:2]([Cl:1])=[C:3]3[C:8]=2[N:7]=[CH:6][CH:5]=[CH:4]3)(=[O:25])=[O:23])[CH:16]=[CH:17][CH:18]=1.